This data is from Full USPTO retrosynthesis dataset with 1.9M reactions from patents (1976-2016). The task is: Predict the reactants needed to synthesize the given product. (1) Given the product [CH:14]1([C:12]2[CH:13]=[C:9]([NH:8][C:6]3[N:7]=[C:2]([O:30][CH3:29])[N:3]=[C:4]([NH:17][C:18]4[CH:26]=[C:25]5[C:21]([C:22](=[O:27])[NH:23][NH:24]5)=[CH:20][CH:19]=4)[N:5]=3)[NH:10][N:11]=2)[CH2:16][CH2:15]1, predict the reactants needed to synthesize it. The reactants are: Cl[C:2]1[N:7]=[C:6]([NH:8][C:9]2[NH:10][N:11]=[C:12]([CH:14]3[CH2:16][CH2:15]3)[CH:13]=2)[N:5]=[C:4]([NH:17][C:18]2[CH:26]=[C:25]3[C:21]([C:22](=[O:27])[NH:23][NH:24]3)=[CH:20][CH:19]=2)[N:3]=1.Cl.[CH3:29][O-:30].[Na+]. (2) Given the product [C:1]1([C:21]2[CH:26]=[CH:25][CH:24]=[CH:23][CH:22]=2)[CH:2]=[CH:3][C:4]([CH2:7][CH2:8][C:9]([NH:11][C:12]2[S:13][CH:14]=[CH:15][C:16]=2[C:17]([OH:19])=[O:18])=[O:10])=[CH:5][CH:6]=1, predict the reactants needed to synthesize it. The reactants are: [C:1]1([C:21]2[CH:26]=[CH:25][CH:24]=[CH:23][CH:22]=2)[CH:6]=[CH:5][C:4]([CH2:7][CH2:8][C:9]([NH:11][C:12]2[S:13][CH:14]=[CH:15][C:16]=2[C:17]([O:19]C)=[O:18])=[O:10])=[CH:3][CH:2]=1.O.[OH-].[Li+]. (3) Given the product [C:1]([O:4][C:5]1[CH:10]=[C:9]([I:11])[CH:8]=[C:7]([OH:12])[C:6]=1[Cl:16])(=[O:3])[CH3:2], predict the reactants needed to synthesize it. The reactants are: [C:1]([O:4][C:5]1[CH:10]=[C:9]([I:11])[CH:8]=[C:7]([O:12]C(=O)C)[C:6]=1[Cl:16])(=[O:3])[CH3:2].[OH-].[Li+].Cl.